The task is: Predict the reactants needed to synthesize the given product.. This data is from Full USPTO retrosynthesis dataset with 1.9M reactions from patents (1976-2016). (1) Given the product [F:11][C:8]1[C:9]([F:10])=[C:4]2[C:5]([C:12]3[CH:20]=[CH:19][C:18]([N+:21]([O-:23])=[O:22])=[CH:17][C:13]=3[C:14](=[O:16])[O:15]2)=[CH:6][CH:7]=1, predict the reactants needed to synthesize it. The reactants are: [H-].[Na+].F[C:4]1[C:9]([F:10])=[C:8]([F:11])[CH:7]=[CH:6][C:5]=1[C:12]1[CH:20]=[CH:19][C:18]([N+:21]([O-:23])=[O:22])=[CH:17][C:13]=1[C:14]([OH:16])=[O:15].C(OCC)(=O)C.Cl. (2) Given the product [N:1]1[CH:6]=[CH:5][CH:4]=[CH:3][C:2]=1[C:7]1[N:15]2[C:10]([CH:11]=[CH:12][CH:13]=[CH:14]2)=[CH:9][C:8]=1[CH:16]([NH2:17])[CH3:21], predict the reactants needed to synthesize it. The reactants are: [N:1]1[CH:6]=[CH:5][CH:4]=[CH:3][C:2]=1[C:7]1[N:15]2[C:10]([CH:11]=[CH:12][CH:13]=[CH:14]2)=[CH:9][C:8]=1[C:16]#[N:17].C[Mg+].[Br-].[CH3:21]COCC.[BH4-].[Na+]. (3) Given the product [CH2:36]([N:38]([CH2:42][CH3:43])[CH2:39][CH2:40][NH:41][C:24]([C@@H:9]1[CH2:10][C:11](=[N:13][O:14][CH2:15][C:16]2[CH:17]=[CH:18][C:19]([O:22][CH3:23])=[CH:20][CH:21]=2)[CH2:12][N:8]1[C:6](=[O:7])[CH2:31][CH2:30][CH2:29][N:28]([CH3:35])[CH3:27])=[O:26])[CH3:37], predict the reactants needed to synthesize it. The reactants are: C(O[C:6]([N:8]1[CH2:12][C:11](=[N:13][O:14][CH2:15][C:16]2[CH:21]=[CH:20][C:19]([O:22][CH3:23])=[CH:18][CH:17]=2)[CH2:10][C@H:9]1[C:24]([OH:26])=O)=[O:7])(C)(C)C.[CH3:27][N:28]([CH3:35])[CH2:29][CH2:30][CH2:31]C(Cl)=O.[CH2:36]([N:38]([CH2:42][CH3:43])[CH2:39][CH2:40][NH2:41])[CH3:37]. (4) Given the product [CH2:32]([N:19]1[C:20]2[C:25](=[CH:24][CH:23]=[CH:22][C:21]=2[C:26]([F:29])([F:28])[F:27])[C:17]([C:10]2[CH:11]=[CH:12][C:13]([O:15][CH3:16])=[CH:14][C:9]=2[O:8][CH3:7])=[N:18]1)[CH:31]=[CH2:30], predict the reactants needed to synthesize it. The reactants are: C[Si]([NH-])(C)C.[Li+].[CH3:7][O:8][C:9]1[CH:14]=[C:13]([O:15][CH3:16])[CH:12]=[CH:11][C:10]=1[C:17]1[C:25]2[C:20](=[C:21]([C:26]([F:29])([F:28])[F:27])[CH:22]=[CH:23][CH:24]=2)[NH:19][N:18]=1.[CH2:30](Br)[CH:31]=[CH2:32].C(O)C. (5) Given the product [CH2:1]([O:3][CH:4]([O:7][CH2:8][CH3:9])[CH2:5][CH2:6][C:25]1[CH:26]=[C:27]2[C:32](=[CH:33][CH:34]=1)[N:31]=[CH:30][CH:29]=[CH:28]2)[CH3:2], predict the reactants needed to synthesize it. The reactants are: [CH2:1]([O:3][CH:4]([O:7][CH2:8][CH3:9])[CH:5]=[CH2:6])[CH3:2].C12BC(CCC1)CCC2.O1CCCC1.Br[C:25]1[CH:26]=[C:27]2[C:32](=[CH:33][CH:34]=1)[N:31]=[CH:30][CH:29]=[CH:28]2.C(=O)([O-])[O-].[K+].[K+].C1(P(C2CCCCC2)C2CCCCC2)CCCCC1. (6) Given the product [N:34]1[N:40]=[C:2]([CH2:3][N:4]2[C:13](=[O:14])[C:12]3[C:7](=[CH:8][CH:9]=[CH:10][CH:11]=3)[C:6]([C:15]3[C:23]4[C:18](=[CH:19][CH:20]=[C:21]([Cl:24])[CH:22]=4)[N:17]([CH2:25][C:26]([OH:28])=[O:27])[C:16]=3[CH3:29])=[N:5]2)[NH:1][CH:36]=1, predict the reactants needed to synthesize it. The reactants are: [NH2:1][C:2](=O)[CH2:3][N:4]1[C:13](=[O:14])[C:12]2[C:7](=[CH:8][CH:9]=[CH:10][CH:11]=2)[C:6]([C:15]2[C:23]3[C:18](=[CH:19][CH:20]=[C:21]([Cl:24])[CH:22]=3)[N:17]([CH2:25][C:26]([OH:28])=[O:27])[C:16]=2[CH3:29])=[N:5]1.COC(OC)[N:34]([CH3:36])C.O.[NH2:40]N.C(O)(=O)C. (7) Given the product [CH2:12]([O:11][C:9](=[O:10])[CH2:8][O:17][C:18]1[CH:26]=[CH:25][C:21]([C:22]([NH2:24])=[O:23])=[CH:20][CH:19]=1)[CH3:13], predict the reactants needed to synthesize it. The reactants are: C(=O)([O-])[O-].[K+].[K+].Br[CH2:8][C:9]([O:11][CH2:12][CH3:13])=[O:10].C(#N)C.[OH:17][C:18]1[CH:26]=[CH:25][C:21]([C:22]([NH2:24])=[O:23])=[CH:20][CH:19]=1. (8) The reactants are: [CH2:1]([C:3]1[CH:13]=[CH:12][C:6]([NH:7][CH2:8][CH:9]([CH3:11])[CH3:10])=[CH:5][CH:4]=1)[CH3:2].[CH:14]([C:16]1[CH:21]=[CH:20][C:19]([S:22](Cl)(=[O:24])=[O:23])=[CH:18][CH:17]=1)=[CH2:15]. Given the product [CH2:1]([C:3]1[CH:13]=[CH:12][C:6]([N:7]([CH2:8][CH:9]([CH3:10])[CH3:11])[S:22]([C:19]2[CH:20]=[CH:21][C:16]([CH:14]=[CH2:15])=[CH:17][CH:18]=2)(=[O:24])=[O:23])=[CH:5][CH:4]=1)[CH3:2], predict the reactants needed to synthesize it. (9) Given the product [Br:17][C:18]1[N:19]=[C:20]([CH2:24][N:12]2[CH2:13][C@H:9]([O:8][Si:1]([C:4]([CH3:7])([CH3:6])[CH3:5])([CH3:3])[CH3:2])[CH2:10][C:11]2=[O:14])[CH:21]=[CH:22][CH:23]=1, predict the reactants needed to synthesize it. The reactants are: [Si:1]([O:8][C@H:9]1[CH2:13][NH:12][C:11](=[O:14])[CH2:10]1)([C:4]([CH3:7])([CH3:6])[CH3:5])([CH3:3])[CH3:2].[H-].[Na+].[Br:17][C:18]1[CH:23]=[CH:22][CH:21]=[C:20]([CH2:24]Br)[N:19]=1. (10) Given the product [CH2:12]([O:16][C:17](=[O:21])[C@H:18]([CH3:20])[NH:19][C:9](=[O:11])[CH2:8][C:4]1[CH:5]=[CH:6][CH:7]=[C:2]([CH3:1])[CH:3]=1)[CH:13]([CH3:15])[CH3:14], predict the reactants needed to synthesize it. The reactants are: [CH3:1][C:2]1[CH:3]=[C:4]([CH2:8][C:9]([OH:11])=O)[CH:5]=[CH:6][CH:7]=1.[CH2:12]([O:16][C:17](=[O:21])[C@H:18]([CH3:20])[NH2:19])[CH:13]([CH3:15])[CH3:14].